Dataset: Forward reaction prediction with 1.9M reactions from USPTO patents (1976-2016). Task: Predict the product of the given reaction. (1) Given the reactants [NH:1]1[C:9]2[C:4](=[CH:5][CH:6]=[CH:7][CH:8]=2)[C:3]([CH:10]=[O:11])=[CH:2]1.C(N(CC)CC)C.C(O)(=O)[CH2:20][C:21]([CH2:26]C(O)=O)([C:23](O)=O)[OH:22].C1C[O:35][CH2:34]C1, predict the reaction product. The product is: [C:21]([O:22][C:34]([N:1]1[C:9]2[C:4](=[CH:5][CH:6]=[CH:7][CH:8]=2)[C:3]([CH:10]=[O:11])=[CH:2]1)=[O:35])([CH3:20])([CH3:23])[CH3:26]. (2) Given the reactants ClC1C=C(NC2C=CC(F)=CC=2F)C=CC=1C(C1C=C(C2N=NN(CCOC3CCCCO3)C=2)C=CC=1C)=O.[Cl:40][C:41]1[CH:46]=[C:45]([NH:47][C:48]2[CH:53]=[CH:52][C:51]([F:54])=[CH:50][C:49]=2[F:55])[CH:44]=[CH:43][C:42]=1[C:56]([C:58]1[CH:63]=[C:62]([C:64]2[N:65]=[N:66][N:67]([CH2:69][CH2:70][O:71]C3CCCCO3)[CH:68]=2)[CH:61]=[CH:60][C:59]=1[O:78][CH3:79])=[O:57], predict the reaction product. The product is: [Cl:40][C:41]1[CH:46]=[C:45]([NH:47][C:48]2[CH:53]=[CH:52][C:51]([F:54])=[CH:50][C:49]=2[F:55])[CH:44]=[CH:43][C:42]=1[C:56]([C:58]1[CH:63]=[C:62]([C:64]2[N:65]=[N:66][N:67]([CH2:69][CH2:70][OH:71])[CH:68]=2)[CH:61]=[CH:60][C:59]=1[O:78][CH3:79])=[O:57].